From a dataset of Reaction yield outcomes from USPTO patents with 853,638 reactions. Predict the reaction yield, written as a fraction of the theoretical maximum amount of product (1.0 means a 100% yield; for example, 0.34 means a 34% yield). (1) The yield is 0.990. The product is [Cl:28][C:26]1[CH:25]=[CH:24][C:23]2[S:29][C:42]([CH2:41][C:32]3[C:33]([Cl:40])=[CH:34][C:35]([N+:37]([O-:39])=[O:38])=[CH:36][C:31]=3[Cl:30])=[N:21][C:22]=2[CH:27]=1. The reactants are O=P12OP3(OP(OP(O3)(O1)=O)(=O)O2)=O.CS(O)(=O)=O.Cl.[NH2:21][C:22]1[CH:27]=[C:26]([Cl:28])[CH:25]=[CH:24][C:23]=1[SH:29].[Cl:30][C:31]1[CH:36]=[C:35]([N+:37]([O-:39])=[O:38])[CH:34]=[C:33]([Cl:40])[C:32]=1[CH2:41][C:42](O)=O. No catalyst specified. (2) The reactants are [C:1]12([C:11]3[CH:22]=[CH:21][C:14]([O:15][CH2:16][CH2:17][C:18]([OH:20])=O)=[CH:13][CH:12]=3)[CH2:10][CH:5]3[CH2:6][CH:7]([CH2:9][CH:3]([CH2:4]3)[CH2:2]1)[CH2:8]2.[CH3:23][N:24]([CH3:28])[CH2:25][CH2:26][NH2:27]. No catalyst specified. The product is [C:1]12([C:11]3[CH:12]=[CH:13][C:14]([O:15][CH2:16][CH2:17][C:18]([NH:27][CH2:26][CH2:25][N:24]([CH3:28])[CH3:23])=[O:20])=[CH:21][CH:22]=3)[CH2:8][CH:7]3[CH2:9][CH:3]([CH2:4][CH:5]([CH2:6]3)[CH2:10]1)[CH2:2]2. The yield is 0.914. (3) The product is [Cl:15][C:11]1[CH:12]=[C:13]2[C:8](=[CH:9][CH:10]=1)[NH:7][C:6](=[O:16])[C:5]([C@@H:3]([NH:2][C:18]1[N:23]=[C:22]([CH2:24][S:25]([CH2:28][CH:29]([CH3:31])[CH3:30])(=[O:27])=[O:26])[CH:21]=[CH:20][N:19]=1)[CH3:4])=[CH:14]2. The catalyst is CS(C)=O. The yield is 0.441. The reactants are Cl.[NH2:2][C@H:3]([C:5]1[C:6](=[O:16])[NH:7][C:8]2[C:13]([CH:14]=1)=[CH:12][C:11]([Cl:15])=[CH:10][CH:9]=2)[CH3:4].Cl[C:18]1[N:23]=[C:22]([CH2:24][S:25]([CH2:28][CH:29]([CH3:31])[CH3:30])(=[O:27])=[O:26])[CH:21]=[CH:20][N:19]=1.CCN(C(C)C)C(C)C.O. (4) The reactants are [CH2:1]([O:3][C:4](=[O:13])[C:5]1[CH:10]=[C:9]([Br:11])[CH:8]=[CH:7][C:6]=1[OH:12])[CH3:2].[N+:14]([O-])([OH:16])=[O:15]. The catalyst is S(=O)(=O)(O)O. The product is [CH2:1]([O:3][C:4](=[O:13])[C:5]1[CH:10]=[C:9]([Br:11])[CH:8]=[C:7]([N+:14]([O-:16])=[O:15])[C:6]=1[OH:12])[CH3:2]. The yield is 0.910.